Dataset: Reaction yield outcomes from USPTO patents with 853,638 reactions. Task: Predict the reaction yield, written as a fraction of the theoretical maximum amount of product (1.0 means a 100% yield; for example, 0.34 means a 34% yield). (1) The reactants are [NH2:1][C:2]1[CH:3]=[C:4]2[C:9](=[CH:10][CH:11]=1)[N:8]=[CH:7][CH:6]=[CH:5]2.[CH2:12]([O:19][C:20]1[CH:28]=[CH:27][C:23]([C:24](O)=[O:25])=[CH:22][CH:21]=1)[C:13]1[CH:18]=[CH:17][CH:16]=[CH:15][CH:14]=1.F[P-](F)(F)(F)(F)F.N1(O[P+](N(C)C)(N(C)C)N(C)C)C2C=CC=CC=2N=N1.C(N(CC)CC)C. The product is [CH2:12]([O:19][C:20]1[CH:21]=[CH:22][C:23]([C:24]([NH:1][C:2]2[CH:3]=[C:4]3[C:9](=[CH:10][CH:11]=2)[N:8]=[CH:7][CH:6]=[CH:5]3)=[O:25])=[CH:27][CH:28]=1)[C:13]1[CH:14]=[CH:15][CH:16]=[CH:17][CH:18]=1. The yield is 0.180. The catalyst is ClCCl. (2) The reactants are Br[C:2]1[N:3]([CH2:17][C:18]2[CH:23]=[CH:22][C:21]([N+:24]([O-:26])=[O:25])=[CH:20][CH:19]=2)[C:4]2[C:9]([N:10]=1)=[C:8]([NH2:11])[N:7]=[C:6]([NH:12][CH2:13][CH2:14][CH2:15][CH3:16])[N:5]=2.Cl.[O:28]1CCOCC1. No catalyst specified. The product is [NH2:11][C:8]1[N:7]=[C:6]([NH:12][CH2:13][CH2:14][CH2:15][CH3:16])[N:5]=[C:4]2[C:9]=1[N:10]=[C:2]([OH:28])[N:3]2[CH2:17][C:18]1[CH:23]=[CH:22][C:21]([N+:24]([O-:26])=[O:25])=[CH:20][CH:19]=1. The yield is 0.900.